Dataset: Full USPTO retrosynthesis dataset with 1.9M reactions from patents (1976-2016). Task: Predict the reactants needed to synthesize the given product. (1) Given the product [CH2:13]([CH:10]1[C:11]2[C:6](=[CH:5][CH:4]=[C:3]([CH2:2][NH:1][S:39]([CH:35]3[CH2:38][CH2:37][CH2:36]3)(=[O:41])=[O:40])[CH:12]=2)[CH2:7][CH2:8][CH:9]1[NH:20][C:21](=[O:27])[O:22][C:23]([CH3:24])([CH3:26])[CH3:25])[C:14]1[CH:15]=[CH:16][CH:17]=[CH:18][CH:19]=1, predict the reactants needed to synthesize it. The reactants are: [NH2:1][CH2:2][C:3]1[CH:12]=[C:11]2[C:6]([CH2:7][CH2:8][CH:9]([NH:20][C:21](=[O:27])[O:22][C:23]([CH3:26])([CH3:25])[CH3:24])[CH:10]2[CH2:13][C:14]2[CH:19]=[CH:18][CH:17]=[CH:16][CH:15]=2)=[CH:5][CH:4]=1.C(N(CC)CC)C.[CH:35]1([S:39](Cl)(=[O:41])=[O:40])[CH2:38][CH2:37][CH2:36]1. (2) Given the product [NH2:10][C:8]1[N:7]([C:11]2[CH:12]=[C:13]([CH2:22][C:19]([NH2:21])=[O:20])[CH:14]=[CH:15][CH:16]=2)[N:6]=[C:5]([C:1]([CH3:2])([CH3:3])[CH3:4])[CH:9]=1, predict the reactants needed to synthesize it. The reactants are: [C:1]([C:5]1[CH:9]=[C:8]([NH2:10])[N:7]([C:11]2[CH:16]=[CH:15][C:14](OC)=[CH:13][CH:12]=2)[N:6]=1)([CH3:4])([CH3:3])[CH3:2].[CH:19]([NH2:21])=[O:20].[CH3:22][O-].[Na+].